Dataset: Full USPTO retrosynthesis dataset with 1.9M reactions from patents (1976-2016). Task: Predict the reactants needed to synthesize the given product. (1) Given the product [CH3:45][NH:41][C:31]([CH:28]1[CH2:27][CH2:26][CH:25]([NH:24][C:20]2[N:19]=[C:18]([N:13]3[C:14]4[C:10](=[C:9]([O:8][CH2:7][CH2:6][CH2:5][S:1](=[O:3])(=[O:4])[NH2:2])[CH:17]=[CH:16][CH:15]=4)[CH:11]=[CH:12]3)[CH:23]=[CH:22][N:21]=2)[CH2:30][CH2:29]1)=[O:33], predict the reactants needed to synthesize it. The reactants are: [S:1]([CH2:5][CH2:6][CH2:7][O:8][C:9]1[CH:17]=[CH:16][CH:15]=[C:14]2[C:10]=1[CH:11]=[CH:12][N:13]2[C:18]1[CH:23]=[CH:22][N:21]=[C:20]([NH:24][CH:25]2[CH2:30][CH2:29][CH:28]([C:31]([OH:33])=O)[CH2:27][CH2:26]2)[N:19]=1)(=[O:4])(=[O:3])[NH2:2].F[P-](F)(F)(F)(F)F.[N:41]1(O[P+](N(C)C)(N(C)C)N(C)C)[C:45]2C=CC=CC=2N=N1.CCN(C(C)C)C(C)C.NC. (2) The reactants are: [Br:1][C:2]1[CH:3]=[C:4]2[C:9](=[C:10]([Br:12])[CH:11]=1)[NH:8][CH:7]([C:13]1[CH:18]=[CH:17][C:16]([CH3:19])=[CH:15][CH:14]=1)[CH2:6][C:5]2=[O:20].[N:21]1[CH:26]=[CH:25][C:24]([CH:27]=O)=[CH:23][CH:22]=1.N1CCCCC1. Given the product [Br:1][C:2]1[CH:3]=[C:4]2[C:9](=[C:10]([Br:12])[CH:11]=1)[NH:8][C:7]([C:13]1[CH:18]=[CH:17][C:16]([CH3:19])=[CH:15][CH:14]=1)=[C:6]([CH2:27][C:24]1[CH:25]=[CH:26][N:21]=[CH:22][CH:23]=1)[C:5]2=[O:20], predict the reactants needed to synthesize it. (3) Given the product [C:13]1([C:19]#[C:20][C:22]2[CH:28]=[CH:27][C:25]([NH2:26])=[CH:24][CH:23]=2)[CH:18]=[CH:17][CH:16]=[CH:15][CH:14]=1, predict the reactants needed to synthesize it. The reactants are: CN(C)C=O.C(N(CC)CC)C.[C:13]1([C:19]#[CH:20])[CH:18]=[CH:17][CH:16]=[CH:15][CH:14]=1.I[C:22]1[CH:28]=[CH:27][C:25]([NH2:26])=[CH:24][CH:23]=1. (4) Given the product [CH2:1]([O:5][C:6]1[C:7](=[O:18])[O:8][C:9]2[C:16]([O:17][CH2:25][CH2:24][CH2:23][O:22][C:19](=[O:21])[CH3:20])=[CH:15][CH:14]=[CH:13][C:10]=2[C:11]=1[OH:12])[CH3:2], predict the reactants needed to synthesize it. The reactants are: [CH2:1]([O:5][C:6]1[C:7](=[O:18])[O:8][C:9]2[C:16]([OH:17])=[CH:15][CH:14]=[CH:13][C:10]=2[C:11]=1[OH:12])[CH2:2]CC.[C:19]([O:22][CH2:23][CH2:24][CH2:25]Br)(=[O:21])[CH3:20]. (5) Given the product [OH:12][C:13]1[CH:21]=[CH:20][C:16]([C:17]2[S:18][C:6]3[CH2:5][CH:4]([C:8]([O:10][CH2:11][CH3:22])=[O:9])[CH2:3][C:2]=3[N:19]=2)=[CH:15][CH:14]=1, predict the reactants needed to synthesize it. The reactants are: Br[CH:2]1[C:6](=O)[CH2:5][CH:4]([C:8]([O:10][CH3:11])=[O:9])[CH2:3]1.[OH:12][C:13]1[CH:21]=[CH:20][C:16]([C:17]([NH2:19])=[S:18])=[CH:15][CH:14]=1.[CH2:22](O)C. (6) Given the product [Cl:23][C:24]1[CH:25]=[C:26]([C:31]2[CH:36]=[CH:35][C:34]([CH2:37][C@@H:38]([NH:45][C:18]([C:4]3[CH:5]=[C:6]([C:8]4[CH:9]=[CH:10][C:11]([C:14]([F:15])([F:16])[F:17])=[CH:12][CH:13]=4)[CH:7]=[C:2]([Cl:1])[C:3]=3[O:21][CH3:22])=[O:19])[C:39]3[O:43][N:42]=[C:41]([CH3:44])[N:40]=3)=[CH:33][CH:32]=2)[CH:27]=[CH:28][C:29]=1[F:30], predict the reactants needed to synthesize it. The reactants are: [Cl:1][C:2]1[C:3]([O:21][CH3:22])=[C:4]([C:18](O)=[O:19])[CH:5]=[C:6]([C:8]2[CH:13]=[CH:12][C:11]([C:14]([F:17])([F:16])[F:15])=[CH:10][CH:9]=2)[CH:7]=1.[Cl:23][C:24]1[CH:25]=[C:26]([C:31]2[CH:36]=[CH:35][C:34]([CH2:37][C@@H:38]([NH2:45])[C:39]3[O:43][N:42]=[C:41]([CH3:44])[N:40]=3)=[CH:33][CH:32]=2)[CH:27]=[CH:28][C:29]=1[F:30]. (7) Given the product [F:1][C:2]1[CH:3]=[C:4]([N:11]2[CH2:15][CH2:14][C@@H:13]([N:16]3[CH2:20][CH2:19][CH2:18][C@@H:17]3[CH3:21])[CH2:12]2)[CH:5]=[CH:6][C:7]=1[NH2:8], predict the reactants needed to synthesize it. The reactants are: [F:1][C:2]1[CH:3]=[C:4]([N:11]2[CH2:15][CH2:14][C@@H:13]([N:16]3[CH2:20][CH2:19][CH2:18][C@@H:17]3[CH3:21])[CH2:12]2)[CH:5]=[CH:6][C:7]=1[N+:8]([O-])=O.